From a dataset of CYP2C9 inhibition data for predicting drug metabolism from PubChem BioAssay. Regression/Classification. Given a drug SMILES string, predict its absorption, distribution, metabolism, or excretion properties. Task type varies by dataset: regression for continuous measurements (e.g., permeability, clearance, half-life) or binary classification for categorical outcomes (e.g., BBB penetration, CYP inhibition). Dataset: cyp2c9_veith. (1) The molecule is CCN(CC)CCOC(=O)C1(C2CCCCC2)CCCCC1. The result is 0 (non-inhibitor). (2) The molecule is COC(=O)C/C=C\[C@H](C)[C@@H](OCc1ccccc1Br)C(C)C. The result is 0 (non-inhibitor). (3) The drug is Cn1c(N)nc2c(nc(OCc3ccccc3)n2[C@@H]2O[C@H](CO)[C@@H](O)[C@@H]2O)c1=O. The result is 0 (non-inhibitor). (4) The compound is Cc1cc(NC(=O)c2ccc(S(=O)(=O)Nc3ccccc3)cc2)no1. The result is 1 (inhibitor). (5) The compound is CCc1cc2c(nc1CC)CCN(CC/C(C)=N/O[C@@H]1O[C@H](COC(C)=O)[C@H](OC(C)=O)[C@H](OC(C)=O)[C@H]1OC(C)=O)C2. The result is 0 (non-inhibitor). (6) The compound is COc1ccc(Cn2nnnc2C(c2ccccc2Cl)N2CCC(C(N)=O)CC2)cc1. The result is 1 (inhibitor).